Dataset: Peptide-MHC class II binding affinity with 134,281 pairs from IEDB. Task: Regression. Given a peptide amino acid sequence and an MHC pseudo amino acid sequence, predict their binding affinity value. This is MHC class II binding data. (1) The peptide sequence is DEELLKAVRIIKILYQSNP. The MHC is HLA-DPA10103-DPB10301 with pseudo-sequence HLA-DPA10103-DPB10301. The binding affinity (normalized) is 0.432. (2) The peptide sequence is KKSGARSNVTFTVNQTS. The MHC is DRB5_0101 with pseudo-sequence DRB5_0101. The binding affinity (normalized) is 0. (3) The peptide sequence is DEALNNRFQIKGVEL. The MHC is DRB1_1302 with pseudo-sequence DRB1_1302. The binding affinity (normalized) is 0.240. (4) The MHC is HLA-DQA10101-DQB10501 with pseudo-sequence HLA-DQA10101-DQB10501. The peptide sequence is PQDLELSWNLNGLQAY. The binding affinity (normalized) is 0.703. (5) The peptide sequence is MNIKLQMPLYVAGYK. The MHC is DRB3_0202 with pseudo-sequence DRB3_0202. The binding affinity (normalized) is 0.631.